This data is from Reaction yield outcomes from USPTO patents with 853,638 reactions. The task is: Predict the reaction yield, written as a fraction of the theoretical maximum amount of product (1.0 means a 100% yield; for example, 0.34 means a 34% yield). (1) The reactants are [C:1]([C:4]1[CH:9]=[CH:8][C:7]([S:10]([NH:13][CH2:14][C:15]([OH:17])=[O:16])(=[O:12])=[O:11])=[CH:6][CH:5]=1)(=[O:3])[CH3:2].C[O-].[Li+].[NH2:21][C:22]1[CH:27]=[CH:26][CH:25]=[CH:24][C:23]=1[C:28]#[C:29][C:30]1[C:31]([O:40][CH3:41])=[CH:32][C:33]([O:38][CH3:39])=[C:34]([CH:37]=1)[CH:35]=O. The catalyst is CN(C=O)C.CO. The product is [NH2:21][C:22]1[CH:27]=[CH:26][CH:25]=[CH:24][C:23]=1[C:28]#[C:29][C:30]1[C:31]([O:40][CH3:41])=[CH:32][C:33]([O:38][CH3:39])=[C:34](/[CH:35]=[CH:2]/[C:1]([C:4]2[CH:9]=[CH:8][C:7]([S:10]([NH:13][CH2:14][C:15]([OH:17])=[O:16])(=[O:12])=[O:11])=[CH:6][CH:5]=2)=[O:3])[CH:37]=1. The yield is 0.360. (2) The reactants are [Br:1][C:2]1[C:3]([N:20]2[CH2:25][CH2:24][CH2:23][C@@H:22]([NH:26][C:27](=[O:33])[O:28][C:29]([CH3:32])([CH3:31])[CH3:30])[CH2:21]2)=[C:4]2[C:10]([NH:11][C:12](=[O:19])[C:13]3[CH:18]=[CH:17][CH:16]=[N:15][CH:14]=3)=[CH:9][NH:8][C:5]2=[N:6][CH:7]=1.[CH3:34][C:35]([O:38][C:39](O[C:39]([O:38][C:35]([CH3:37])([CH3:36])[CH3:34])=[O:40])=[O:40])([CH3:37])[CH3:36].C(N(CC)CC)C.O. The catalyst is C(Cl)Cl.CN(C1C=CN=CC=1)C. The product is [Br:1][C:2]1[C:3]([N:20]2[CH2:25][CH2:24][CH2:23][C@@H:22]([NH:26][C:27]([O:28][C:29]([CH3:30])([CH3:32])[CH3:31])=[O:33])[CH2:21]2)=[C:4]2[C:10]([NH:11][C:12](=[O:19])[C:13]3[CH:18]=[CH:17][CH:16]=[N:15][CH:14]=3)=[CH:9][N:8]([C:39]([O:38][C:35]([CH3:37])([CH3:36])[CH3:34])=[O:40])[C:5]2=[N:6][CH:7]=1. The yield is 0.850.